From a dataset of CYP2C9 inhibition data for predicting drug metabolism from PubChem BioAssay. Regression/Classification. Given a drug SMILES string, predict its absorption, distribution, metabolism, or excretion properties. Task type varies by dataset: regression for continuous measurements (e.g., permeability, clearance, half-life) or binary classification for categorical outcomes (e.g., BBB penetration, CYP inhibition). Dataset: cyp2c9_veith. (1) The molecule is O=C(c1cnccn1)N1CCC2(CCCN(c3ccncc3)C2)CC1. The result is 0 (non-inhibitor). (2) The drug is COc1ccc(C(=O)c2ccc(OC)c(OC)c2)cc1OC. The result is 1 (inhibitor). (3) The compound is O=c1c(-c2cccc(Cl)c2)nc2cncnc2n1C1CC1. The result is 0 (non-inhibitor). (4) The molecule is Cc1cc(C(=O)N/N=C/C=C/c2ccc3c(c2)OCO3)n[nH]1. The result is 0 (non-inhibitor). (5) The drug is c1cc2c3c(c1)c1c(n3CCNC2)CCCC1. The result is 1 (inhibitor). (6) The drug is CCOc1ccc(Cc2nccc3cc(OCC)c(OCC)cc23)cc1OCC. The result is 1 (inhibitor). (7) The drug is CC(=O)c1cn(CC(=O)Nc2c(C)cccc2C)c2ccccc12. The result is 1 (inhibitor). (8) The drug is CNCC[C@H](Oc1ccccc1C)c1ccccc1. The result is 0 (non-inhibitor). (9) The molecule is Clc1ccc(CSCc2ccc(Cl)cc2Cl)c(Cl)c1. The result is 1 (inhibitor).